From a dataset of Catalyst prediction with 721,799 reactions and 888 catalyst types from USPTO. Predict which catalyst facilitates the given reaction. Reactant: [Cl:1][C:2]1[C:3]2[C:10](I)=[CH:9][N:8]([CH3:12])[C:4]=2[N:5]=[CH:6][N:7]=1.[C:13]1([C:22]2[CH:27]=[CH:26][CH:25]=[CH:24][CH:23]=2)[CH:18]=[CH:17][CH:16]=[C:15](B(O)O)[CH:14]=1.C([O-])([O-])=O.[Na+].[Na+]. Product: [CH3:12][N:8]1[C:4]2[N:5]=[CH:6][N:7]=[C:2]([Cl:1])[C:3]=2[C:10]([C:17]2[CH:18]=[C:13]([C:22]3[CH:27]=[CH:26][CH:25]=[CH:24][CH:23]=3)[CH:14]=[CH:15][CH:16]=2)=[CH:9]1. The catalyst class is: 450.